Dataset: NCI-60 drug combinations with 297,098 pairs across 59 cell lines. Task: Regression. Given two drug SMILES strings and cell line genomic features, predict the synergy score measuring deviation from expected non-interaction effect. (1) Drug 1: CN1CCC(CC1)COC2=C(C=C3C(=C2)N=CN=C3NC4=C(C=C(C=C4)Br)F)OC. Drug 2: CC1CCCC2(C(O2)CC(NC(=O)CC(C(C(=O)C(C1O)C)(C)C)O)C(=CC3=CSC(=N3)C)C)C. Cell line: LOX IMVI. Synergy scores: CSS=10.5, Synergy_ZIP=-3.42, Synergy_Bliss=-0.291, Synergy_Loewe=1.04, Synergy_HSA=1.07. (2) Drug 1: C1CC(C1)(C(=O)O)C(=O)O.[NH2-].[NH2-].[Pt+2]. Drug 2: COC1=NC(=NC2=C1N=CN2C3C(C(C(O3)CO)O)O)N. Cell line: U251. Synergy scores: CSS=19.9, Synergy_ZIP=-4.70, Synergy_Bliss=-2.60, Synergy_Loewe=-16.3, Synergy_HSA=0.312.